Task: Predict the reactants needed to synthesize the given product.. Dataset: Full USPTO retrosynthesis dataset with 1.9M reactions from patents (1976-2016) (1) Given the product [CH:18]1([NH:17][C:15]([C:14]2[CH:21]=[CH:22][C:23]([CH3:24])=[C:12]([C:7]3[CH:8]=[C:9]4[C:4](=[CH:5][CH:6]=3)[N:3]=[C:2]([N:35]3[CH2:36][CH2:37][CH:33]([NH:32][C:30](=[O:31])[O:25][C:26]([CH3:28])([CH3:27])[CH3:29])[CH2:34]3)[N:11]=[CH:10]4)[CH:13]=2)=[O:16])[CH2:20][CH2:19]1, predict the reactants needed to synthesize it. The reactants are: Cl[C:2]1[N:11]=[CH:10][C:9]2[C:4](=[CH:5][CH:6]=[C:7]([C:12]3[CH:13]=[C:14]([CH:21]=[CH:22][C:23]=3[CH3:24])[C:15]([NH:17][CH:18]3[CH2:20][CH2:19]3)=[O:16])[CH:8]=2)[N:3]=1.[O:25]([C:30]([NH:32][CH:33]1[CH2:37][CH2:36][NH:35][CH2:34]1)=[O:31])[C:26]([CH3:29])([CH3:28])[CH3:27].C(N(C(C)C)CC)(C)C. (2) Given the product [NH2:23][C:19]1[C:18]2[N:24]=[C:15]([S:14][C:6]3[C:5]([C:1]([CH3:4])([CH3:2])[CH3:3])=[CH:13][C:9]4[O:10][CH2:11][O:12][C:8]=4[CH:7]=3)[N:16]([CH2:26][CH2:27][NH:28][C:29](=[O:35])[O:30][C:31]([CH3:34])([CH3:33])[CH3:32])[C:17]=2[CH:22]=[CH:21][N:20]=1, predict the reactants needed to synthesize it. The reactants are: [C:1]([C:5]1[C:6]([S:14][C:15]2[NH:16][C:17]3[CH:22]=[CH:21][N:20]=[C:19]([NH2:23])[C:18]=3[N:24]=2)=[CH:7][C:8]2[O:12][CH2:11][O:10][C:9]=2[CH:13]=1)([CH3:4])([CH3:3])[CH3:2].Br[CH2:26][CH2:27][NH:28][C:29](=[O:35])[O:30][C:31]([CH3:34])([CH3:33])[CH3:32].C([O-])([O-])=O.[Cs+].[Cs+].NC1C2N=C(SC3C(SC)=CC4OCOC=4C=3)N(CCNC(=O)OC(C)(C)C)C=2C=CN=1. (3) Given the product [OH:9][C:7]1[CH:6]=[CH:5][C:4]([C:13]2[C:14]([CH2:26][NH:27][C:28]3[CH:33]=[CH:32][CH:31]=[CH:30][C:29]=3[O:34][CH3:35])=[C:15]3[C:20](=[CH:21][CH:22]=2)[NH:19][C:18]([CH3:24])([CH3:23])[CH:17]=[C:16]3[CH3:25])=[C:3]([O:2][CH3:1])[CH:8]=1, predict the reactants needed to synthesize it. The reactants are: [CH3:1][O:2][C:3]1[CH:8]=[C:7]([O:9]COC)[CH:6]=[CH:5][C:4]=1[C:13]1[C:14]([CH2:26][NH:27][C:28]2[CH:33]=[CH:32][CH:31]=[CH:30][C:29]=2[O:34][CH3:35])=[C:15]2[C:20](=[CH:21][CH:22]=1)[NH:19][C:18]([CH3:24])([CH3:23])[CH:17]=[C:16]2[CH3:25].Cl.O1CCOCC1. (4) Given the product [CH3:1][O:2][C:3](=[O:27])[C:4]1[CH:9]=[C:8]([C:10](=[N:12][NH:13][C:14]([O:16][CH2:17][CH3:18])=[O:15])[CH:36]([Cl:40])[Cl:37])[C:7]([C:19]([F:22])([F:21])[F:20])=[CH:6][C:5]=1[NH:23][C:24](=[O:26])[CH3:25], predict the reactants needed to synthesize it. The reactants are: [CH3:1][O:2][C:3](=[O:27])[C:4]1[CH:9]=[C:8]([C:10](=[N:12][NH:13][C:14]([O:16][CH2:17][CH3:18])=[O:15])C)[C:7]([C:19]([F:22])([F:21])[F:20])=[CH:6][C:5]=1[NH:23][C:24](=[O:26])[CH3:25].ClN1C(=O)CCC1=O.[C:36]([Cl:40])(Cl)(Cl)[Cl:37]. (5) Given the product [Br:1][C:2]1[C:3](=[O:17])[N:4]([CH2:9][C:10]2[CH:15]=[CH:14][CH:13]=[C:12]([F:16])[CH:11]=2)[CH:5]=[CH:6][C:7]=1[O:8][CH2:27][C:26]1[CH:29]=[CH:30][C:31]([F:33])=[CH:32][C:25]=1[F:24], predict the reactants needed to synthesize it. The reactants are: [Br:1][C:2]1[C:3](=[O:17])[N:4]([CH2:9][C:10]2[CH:15]=[CH:14][CH:13]=[C:12]([F:16])[CH:11]=2)[CH:5]=[CH:6][C:7]=1[OH:8].C([O-])([O-])=O.[K+].[K+].[F:24][C:25]1[CH:32]=[C:31]([F:33])[CH:30]=[CH:29][C:26]=1[CH2:27]Br. (6) Given the product [F:1][C:2]1[CH:3]=[CH:4][C:5]([N:8]2[C:16]3[CH2:15][CH2:14][CH2:13][N:12]([C:17](=[O:31])[CH:18]([N:21]4[C:25]([CH3:26])=[CH:24][C:23]([C:27]([CH3:29])=[CH2:28])=[N:22]4)[CH2:19][CH3:20])[C:11]=3[CH:10]=[N:9]2)=[CH:6][CH:7]=1, predict the reactants needed to synthesize it. The reactants are: [F:1][C:2]1[CH:7]=[CH:6][C:5]([N:8]2[C:16]3[CH2:15][CH2:14][CH2:13][N:12]([C:17](=[O:31])[CH:18]([N:21]4[C:25]([CH3:26])=[CH:24][C:23]([C:27](O)([CH3:29])[CH3:28])=[N:22]4)[CH2:19][CH3:20])[C:11]=3[CH:10]=[N:9]2)=[CH:4][CH:3]=1.Cl.